Dataset: Full USPTO retrosynthesis dataset with 1.9M reactions from patents (1976-2016). Task: Predict the reactants needed to synthesize the given product. (1) Given the product [C:45]([O:49][C:20](=[O:29])[NH:17][C:9]1[CH:8]=[CH:7][C:6]2[C:11](=[C:2]([Br:1])[CH:3]=[N:4][CH:5]=2)[N:10]=1)([CH3:48])([CH3:47])[CH3:46], predict the reactants needed to synthesize it. The reactants are: [Br:1][C:2]1[CH:3]=[N:4][CH:5]=[C:6]2[C:11]=1[N:10]=[C:9](C(O)=O)[CH:8]=[CH:7]2.C([N:17]([CH2:20]C)CC)C.C1(P(N=[N+]=[N-])(C2C=CC=CC=2)=[O:29])C=CC=CC=1.CCOC(C)=O.[C:45]([OH:49])([CH3:48])([CH3:47])[CH3:46]. (2) Given the product [C:3]([O-:5])(=[O:4])[C@H:1]([CH2:6][C:7]([O-:9])=[O:8])[OH:2].[P:26]([O:25][CH2:24][C@H:22]1[O:23][C@@H:19]([N:16]2[C:14]3[N:15]=[CH:10][N:11]=[C:12]([NH2:53])[C:13]=3[N:18]=[CH:17]2)[C@H:20]([OH:52])[C@@H:21]1[OH:51])([O:29][P:30]([OH:32])([OH:33])=[O:31])(=[O:27])[OH:28], predict the reactants needed to synthesize it. The reactants are: [C:1]([CH2:6][C:7]([O-:9])=[O:8])([C:3]([OH:5])=[O:4])=[O:2].[CH:10]1[N:11]=[C:12]([NH2:53])[C:13]2[N:18]=[CH:17][N:16]([C@@H:19]3[O:23][C@H:22]([CH2:24][O:25][P:26]([O:29][P:30]([O:33]C[C@H]4O[C@@H](N5C=C(C(N)=O)CC=C5)[C@H](O)[C@@H]4O)([OH:32])=[O:31])([OH:28])=[O:27])[C@@H:21]([OH:51])[C@H:20]3[OH:52])[C:14]=2[N:15]=1. (3) The reactants are: [CH2:1]([N:8]1[CH2:13][CH2:12][C:11](=[O:14])[CH:10]([CH3:15])[CH2:9]1)[C:2]1[CH:7]=[CH:6][CH:5]=[CH:4][CH:3]=1.[F:16][C:17]([Si](C)(C)C)([F:19])[F:18].[F-].C([N+](CCCC)(CCCC)CCCC)CCC.Cl. Given the product [CH2:1]([N:8]1[CH2:13][CH2:12][C:11]([OH:14])([C:17]([F:19])([F:18])[F:16])[CH:10]([CH3:15])[CH2:9]1)[C:2]1[CH:3]=[CH:4][CH:5]=[CH:6][CH:7]=1, predict the reactants needed to synthesize it. (4) Given the product [Cl:1][C:2]([O:20][CH:15]([C:16]([F:19])([F:18])[F:17])[C:14]([F:22])([F:21])[F:13])=[O:4].[CH2:36]([O:39][C@H:40]1[CH2:44][CH2:43][N:42]([C:45]2[CH:57]=[CH:56][CH:55]=[C:54]([C:58]([F:59])([F:60])[F:61])[C:46]=2[CH2:47][N:48]2[CH2:53][CH2:52][N:51]([C:33]([O:35][CH:15]([C:16]([F:19])([F:18])[F:17])[C:14]([F:22])([F:21])[F:13])=[O:34])[CH2:50][CH2:49]2)[CH2:41]1)[C:37]#[CH:38], predict the reactants needed to synthesize it. The reactants are: [Cl:1][C:2](Cl)([O:4]C(=O)OC(Cl)(Cl)Cl)Cl.[F:13][C:14]([F:22])([F:21])[CH:15]([OH:20])[C:16]([F:19])([F:18])[F:17].CCN(C(C)C)C(C)C.Cl[C:33]([O-:35])=[O:34].[CH2:36]([O:39][C@H:40]1[CH2:44][CH2:43][N:42]([C:45]2[CH:57]=[CH:56][CH:55]=[C:54]([C:58]([F:61])([F:60])[F:59])[C:46]=2[CH2:47][N:48]2[CH2:53][CH2:52][NH:51][CH2:50][CH2:49]2)[CH2:41]1)[C:37]#[CH:38]. (5) Given the product [F:15][C:2]([F:1])([F:14])[C:3]1[CH:4]=[CH:5][CH:6]=[C:7]2[C:12]=1[N:11]=[CH:10][CH:9]=[C:8]2[O:13][C:17](=[O:18])[NH:16][C:19]1[CH:24]=[CH:23][C:22]([S:25](=[O:27])(=[O:26])[NH:29][C:30]2[S:31][CH:32]=[CH:33][N:34]=2)=[CH:21][CH:20]=1, predict the reactants needed to synthesize it. The reactants are: [F:1][C:2]([F:15])([F:14])[C:3]1[CH:4]=[CH:5][CH:6]=[C:7]2[C:12]=1[N:11]=[CH:10][CH:9]=[C:8]2[OH:13].[N:16]([C:19]1[CH:24]=[CH:23][C:22]([S:25](Cl)(=[O:27])=[O:26])=[CH:21][CH:20]=1)=[C:17]=[O:18].[NH2:29][C:30]1[S:31][CH:32]=[CH:33][N:34]=1. (6) Given the product [CH3:1][O:2][C:3](=[O:25])[CH2:4][C:5]1[C:14]([CH3:15])=[C:13]([C:59]2[CH:58]=[CH:57][C:56]([S:53](=[O:54])(=[O:55])[NH:52][C:49]3[CH:50]=[CH:51][C:46]([F:45])=[CH:47][CH:48]=3)=[CH:61][CH:60]=2)[C:12]2[C:7](=[CH:8][CH:9]=[C:10]([Cl:24])[CH:11]=2)[CH:6]=1, predict the reactants needed to synthesize it. The reactants are: [CH3:1][O:2][C:3](=[O:25])[CH2:4][C:5]1[C:14]([CH3:15])=[C:13](OS(C(F)(F)F)(=O)=O)[C:12]2[C:7](=[CH:8][CH:9]=[C:10]([Cl:24])[CH:11]=2)[CH:6]=1.C1(P(C2C=CC=CC=2)C2C=CC=CC=2)C=CC=CC=1.[F:45][C:46]1[CH:51]=[CH:50][C:49]([NH:52][S:53]([C:56]2[CH:61]=[CH:60][C:59](B(O)O)=[CH:58][CH:57]=2)(=[O:55])=[O:54])=[CH:48][CH:47]=1.C(=O)([O-])[O-].[Na+].[Na+]. (7) Given the product [CH3:8][N:6]1[C:5](=[O:9])[N:4]([CH3:10])[C:3](=[O:11])[C:2]([N:16]2[CH2:17][CH2:18][N:13]([C:19](=[O:20])[C:21]3[CH:26]=[CH:25][CH:24]=[CH:23][C:22]=3[C:27]([F:30])([F:28])[F:29])[CH2:14][CH2:15]2)=[N:7]1.[C:21]1([CH3:19])[CH:26]=[CH:25][CH:24]=[CH:23][CH:22]=1, predict the reactants needed to synthesize it. The reactants are: Br[C:2]1[C:3](=[O:11])[N:4]([CH3:10])[C:5](=[O:9])[N:6]([CH3:8])[N:7]=1.Cl.[N:13]1([C:19]([C:21]2[CH:26]=[CH:25][CH:24]=[CH:23][C:22]=2[C:27]([F:30])([F:29])[F:28])=[O:20])[CH2:18][CH2:17][NH:16][CH2:15][CH2:14]1.